From a dataset of Reaction yield outcomes from USPTO patents with 853,638 reactions. Predict the reaction yield, written as a fraction of the theoretical maximum amount of product (1.0 means a 100% yield; for example, 0.34 means a 34% yield). (1) The reactants are [CH:1]([S:4][C:5]1[CH:13]=[CH:12][C:11]([S:14]([CH3:17])(=[O:16])=[O:15])=[CH:10][C:6]=1[C:7]([OH:9])=O)([CH3:3])[CH3:2].[F:18][C:19]1[CH:24]=[C:23]([S:25]([CH3:28])(=[O:27])=[O:26])[CH:22]=[CH:21][C:20]=1[N:29]1[CH2:34][CH2:33][NH:32][CH2:31][CH2:30]1. No catalyst specified. The product is [F:18][C:19]1[CH:24]=[C:23]([S:25]([CH3:28])(=[O:27])=[O:26])[CH:22]=[CH:21][C:20]=1[N:29]1[CH2:34][CH2:33][N:32]([C:7]([C:6]2[CH:10]=[C:11]([S:14]([CH3:17])(=[O:16])=[O:15])[CH:12]=[CH:13][C:5]=2[S:4][CH:1]([CH3:2])[CH3:3])=[O:9])[CH2:31][CH2:30]1. The yield is 0.280. (2) The reactants are [C:1]([C:3]1[CH:11]=[C:10]2[C:6]([C:7]([C:12]([O:14][CH3:15])=[O:13])=[N:8][NH:9]2)=[CH:5][CH:4]=1)#[N:2].[Br:16][C:17]1[CH:18]=[C:19](B(O)O)[CH:20]=[CH:21][CH:22]=1. No catalyst specified. The product is [Br:16][C:17]1[CH:22]=[C:21]([N:9]2[C:10]3[C:6](=[CH:5][CH:4]=[C:3]([C:1]#[N:2])[CH:11]=3)[C:7]([C:12]([O:14][CH3:15])=[O:13])=[N:8]2)[CH:20]=[CH:19][CH:18]=1. The yield is 0.620. (3) The reactants are C([O:3][C:4](=[O:20])[CH2:5][N:6]([C:8](=[O:19])[CH2:9][N:10]([C:12]([O:14][C:15]([CH3:18])([CH3:17])[CH3:16])=[O:13])[CH3:11])[CH3:7])C.[Li+].[OH-]. The catalyst is O.C1COCC1. The product is [C:15]([O:14][C:12]([N:10]([CH3:11])[CH2:9][C:8]([N:6]([CH2:5][C:4]([OH:20])=[O:3])[CH3:7])=[O:19])=[O:13])([CH3:18])([CH3:17])[CH3:16]. The yield is 0.900. (4) The reactants are [NH2:1][CH:2]1[CH2:7][CH2:6][N:5]([CH2:8][CH:9]2[N:19]3[C:20]4[N:11]([C:12](=[O:22])[CH:13]=[CH:14][C:15]=4[N:16]=[CH:17][C:18]3=[O:21])[CH2:10]2)[CH2:4][CH2:3]1.C([O-])([O-])=O.[K+].[K+].Br[CH2:30][C:31]1[N:32]=[N:33][C:34]([C:37]([F:40])([F:39])[F:38])=[CH:35][CH:36]=1.CO. The catalyst is CC#N. The product is [F:40][C:37]([F:38])([F:39])[C:34]1[N:33]=[N:32][C:31]([CH2:30][NH:1][CH:2]2[CH2:7][CH2:6][N:5]([CH2:8][CH:9]3[N:19]4[C:20]5[N:11]([C:12](=[O:22])[CH:13]=[CH:14][C:15]=5[N:16]=[CH:17][C:18]4=[O:21])[CH2:10]3)[CH2:4][CH2:3]2)=[CH:36][CH:35]=1. The yield is 0.300. (5) The yield is 0.900. The reactants are [NH2:1][C:2]1[N:10]=[C:9]([F:11])[N:8]=[C:7]2[C:3]=1[N:4]=[C:5]([CH2:20][C:21]1[C:29]([I:30])=[CH:28][C:24]3[O:25][CH2:26][O:27][C:23]=3[CH:22]=1)[N:6]2[CH2:12][CH2:13][CH2:14][CH2:15][CH2:16][CH2:17][CH2:18][OH:19].[S:31](Cl)(=[O:34])(=[O:33])[NH2:32].C([O-])([O-])=O.[Ca+2]. The product is [NH2:1][C:2]1[N:10]=[C:9]([F:11])[N:8]=[C:7]2[C:3]=1[N:4]=[C:5]([CH2:20][C:21]1[C:29]([I:30])=[CH:28][C:24]3[O:25][CH2:26][O:27][C:23]=3[CH:22]=1)[N:6]2[CH2:12][CH2:13][CH2:14][CH2:15][CH2:16][CH2:17][CH2:18][O:19][S:31](=[O:34])(=[O:33])[NH2:32]. The catalyst is CN(C=O)C.